From a dataset of Peptide-MHC class I binding affinity with 185,985 pairs from IEDB/IMGT. Regression. Given a peptide amino acid sequence and an MHC pseudo amino acid sequence, predict their binding affinity value. This is MHC class I binding data. The peptide sequence is RLADEGLNR. The MHC is HLA-A11:01 with pseudo-sequence HLA-A11:01. The binding affinity (normalized) is 0.492.